Dataset: Full USPTO retrosynthesis dataset with 1.9M reactions from patents (1976-2016). Task: Predict the reactants needed to synthesize the given product. (1) Given the product [CH2:12]=[C:13]1[CH2:36][CH:26]([S:27]([C:30]2[CH:35]=[CH:34][CH:33]=[CH:32][CH:31]=2)(=[O:29])=[O:28])[C:17]2[CH:18]=[C:19]([C:20]([O:22][CH3:23])=[O:21])[CH:24]=[CH:25][C:16]=2[O:15][CH2:14]1, predict the reactants needed to synthesize it. The reactants are: C[Si]([N-][Si](C)(C)C)(C)C.[Li+].Cl[CH2:12][C:13](=[CH2:36])[CH2:14][O:15][C:16]1[CH:25]=[CH:24][C:19]([C:20]([O:22][CH3:23])=[O:21])=[CH:18][C:17]=1[CH2:26][S:27]([C:30]1[CH:35]=[CH:34][CH:33]=[CH:32][CH:31]=1)(=[O:29])=[O:28].O.Cl. (2) The reactants are: [CH2:1]([O:8][C@@H:9]1[C@@H:16]([O:17][CH2:18][C:19]2[CH:24]=[CH:23][CH:22]=[CH:21][CH:20]=2)[C@H:15]([CH2:25][O:26][CH2:27][C:28]2[CH:33]=[CH:32][CH:31]=[CH:30][CH:29]=2)[O:14][C@@H:11]([O:12][CH3:13])[C@@H:10]1[OH:34])[C:2]1[CH:7]=[CH:6][CH:5]=[CH:4][CH:3]=1.N1C=CC=CC=1.[F:41][C:42]([F:55])([F:54])[S:43](O[S:43]([C:42]([F:55])([F:54])[F:41])(=[O:45])=[O:44])(=[O:45])=[O:44].C([O-])(O)=O.[Na+]. Given the product [CH2:1]([O:8][C@@H:9]1[C@@H:16]([O:17][CH2:18][C:19]2[CH:20]=[CH:21][CH:22]=[CH:23][CH:24]=2)[C@H:15]([CH2:25][O:26][CH2:27][C:28]2[CH:29]=[CH:30][CH:31]=[CH:32][CH:33]=2)[O:14][C@@H:11]([O:12][CH3:13])[C@@H:10]1[O:34][S:43]([C:42]([F:55])([F:54])[F:41])(=[O:45])=[O:44])[C:2]1[CH:7]=[CH:6][CH:5]=[CH:4][CH:3]=1, predict the reactants needed to synthesize it. (3) Given the product [NH:14]([C:2]1[S:3][C:4]([C:8]([O:10][CH2:11][CH3:12])=[O:9])=[C:5]([CH3:7])[N:6]=1)[NH2:15], predict the reactants needed to synthesize it. The reactants are: Br[C:2]1[S:3][C:4]([C:8]([O:10][CH2:11][CH3:12])=[O:9])=[C:5]([CH3:7])[N:6]=1.O.[NH2:14][NH2:15]. (4) Given the product [Br:1][C:2]1[CH:3]=[C:4]([NH:10][C:11]2[CH:16]=[CH:15][C:14]([N:17]3[CH2:22][CH2:21][N:20]([CH:24]([CH3:26])[CH3:23])[CH2:19][CH2:18]3)=[CH:13][N:12]=2)[C:5](=[O:9])[N:6]([CH3:8])[CH:7]=1, predict the reactants needed to synthesize it. The reactants are: [Br:1][C:2]1[CH:3]=[C:4]([NH:10][C:11]2[CH:16]=[CH:15][C:14]([N:17]3[CH2:22][CH2:21][NH:20][CH2:19][CH2:18]3)=[CH:13][N:12]=2)[C:5](=[O:9])[N:6]([CH3:8])[CH:7]=1.[CH3:23][C:24]([CH3:26])=O.[BH-](OC(C)=O)(OC(C)=O)OC(C)=O.[Na+].O. (5) Given the product [CH2:1]([O:3][C:4]([C:6]1[S:7][C:8]([CH2:20][CH3:21])=[C:9]([C:18]#[N:19])[C:10]=1[C:11]1[CH:16]=[CH:15][C:14]([O:17][S:33]([C:32]([F:45])([F:44])[F:31])(=[O:35])=[O:34])=[CH:13][CH:12]=1)=[O:5])[CH3:2], predict the reactants needed to synthesize it. The reactants are: [CH2:1]([O:3][C:4]([C:6]1[S:7][C:8]([CH2:20][CH3:21])=[C:9]([C:18]#[N:19])[C:10]=1[C:11]1[CH:16]=[CH:15][C:14]([OH:17])=[CH:13][CH:12]=1)=[O:5])[CH3:2].ClCCl.N1C=CC=CC=1.[F:31][C:32]([F:45])([F:44])[S:33](O[S:33]([C:32]([F:45])([F:44])[F:31])(=[O:35])=[O:34])(=[O:35])=[O:34]. (6) Given the product [NH2:16][C:8]1[CH:9]=[C:10]([CH:14]=[CH:15][C:7]=1[CH2:3][CH:4]([CH3:6])[CH3:5])[C:11]([NH2:13])=[O:12], predict the reactants needed to synthesize it. The reactants are: [BH4-].[Na+].[CH2:3]([C:7]1[CH:15]=[CH:14][C:10]([C:11]([NH2:13])=[O:12])=[CH:9][C:8]=1[N+:16]([O-])=O)[CH:4]([CH3:6])[CH3:5].O. (7) Given the product [Cl:1][C:2]1[CH:3]=[CH:4][C:5]([C:9]2[N:13]([CH2:14][CH:15]3[CH2:20][CH2:19][CH2:18][CH2:17][O:16]3)[C:12]3[CH:21]=[C:22]([F:26])[C:23]([F:25])=[CH:24][C:11]=3[N:10]=2)=[C:6]([CH:7]=1)[O:8][CH2:28][C:29]1[CH:36]=[CH:35][C:32]([C:33]#[N:34])=[CH:31][C:30]=1[F:37], predict the reactants needed to synthesize it. The reactants are: [Cl:1][C:2]1[CH:3]=[CH:4][C:5]([C:9]2[N:13]([CH2:14][CH:15]3[CH2:20][CH2:19][CH2:18][CH2:17][O:16]3)[C:12]3[CH:21]=[C:22]([F:26])[C:23]([F:25])=[CH:24][C:11]=3[N:10]=2)=[C:6]([OH:8])[CH:7]=1.Br[CH2:28][C:29]1[CH:36]=[CH:35][C:32]([C:33]#[N:34])=[CH:31][C:30]=1[F:37]. (8) Given the product [CH:2]1([CH2:5][C:31]2[C:32]3[N:33]([CH:37]=[C:38]([C:40]4[CH:45]=[CH:44][C:43]([F:46])=[CH:42][C:41]=4[F:47])[N:39]=3)[CH:34]=[CH:35][N:36]=2)[CH2:4][CH2:3]1, predict the reactants needed to synthesize it. The reactants are: [Br-].[CH:2]1([CH2:5][P+](C2C=CC=CC=2)(C2C=CC=CC=2)C2C=CC=CC=2)[CH2:4][CH2:3]1.C([Li])CCC.Cl[C:31]1[C:32]2[N:33]([CH:37]=[C:38]([C:40]3[CH:45]=[CH:44][C:43]([F:46])=[CH:42][C:41]=3[F:47])[N:39]=2)[CH:34]=[CH:35][N:36]=1.C([O-])([O-])=O.[Na+].[Na+].